From a dataset of Forward reaction prediction with 1.9M reactions from USPTO patents (1976-2016). Predict the product of the given reaction. Given the reactants C[N:2]1[CH2:7][CH:6]=[C:5]([CH:8]([CH3:14])[C:9]([O:11]CC)=[O:10])[CH2:4][CH2:3]1.[OH-].[Na+].[C:17](O)(C(F)(F)F)=O, predict the reaction product. The product is: [CH3:17][C:8]([C:5]1[CH2:4][CH2:3][NH:2][CH2:7][CH:6]=1)([CH3:14])[C:9]([OH:11])=[O:10].